Dataset: Full USPTO retrosynthesis dataset with 1.9M reactions from patents (1976-2016). Task: Predict the reactants needed to synthesize the given product. (1) The reactants are: [CH2:1]([N:8]1[CH2:13][CH2:12][N:11]([C:14]2[CH:15]=[C:16]3[C:20](=[CH:21][CH:22]=2)[N:19]([Si](C(C)C)(C(C)C)C(C)C)[N:18]=[CH:17]3)[CH:10]([CH2:33][CH:34]2[CH2:39][CH2:38][O:37][CH2:36][CH2:35]2)[C:9]1=O)[C:2]1[CH:7]=[CH:6][CH:5]=[CH:4][CH:3]=1.[H-].[H-].[H-].[H-].[Li+].[Al+3]. Given the product [CH2:1]([N:8]1[CH2:13][CH2:12][N:11]([C:14]2[CH:15]=[C:16]3[C:20](=[CH:21][CH:22]=2)[NH:19][N:18]=[CH:17]3)[CH:10]([CH2:33][CH:34]2[CH2:39][CH2:38][O:37][CH2:36][CH2:35]2)[CH2:9]1)[C:2]1[CH:3]=[CH:4][CH:5]=[CH:6][CH:7]=1, predict the reactants needed to synthesize it. (2) Given the product [Cl:13][C:14]1[CH:19]=[CH:18][C:17]([C:2]2[C:7]([C:8]([O:10][CH3:11])=[O:9])=[CH:6][N:5]=[C:4]([CH3:12])[CH:3]=2)=[C:16]([F:23])[CH:15]=1, predict the reactants needed to synthesize it. The reactants are: Cl[C:2]1[C:7]([C:8]([O:10][CH3:11])=[O:9])=[CH:6][N:5]=[C:4]([CH3:12])[CH:3]=1.[Cl:13][C:14]1[CH:19]=[CH:18][C:17](B(O)O)=[C:16]([F:23])[CH:15]=1.C([O-])([O-])=O.[Cs+].[Cs+]. (3) Given the product [NH2:1][C:2]1[N:7]=[CH:6][N:5]=[C:4]2[N:8]([CH:32]3[CH2:37][CH2:36][N:35]([CH2:44][C:42]4[N:43]=[C:39]([CH3:38])[NH:40][CH:41]=4)[CH2:34][CH2:33]3)[N:9]=[C:10]([C:11]3[CH:16]=[CH:15][C:14]([NH:17][C:18]([C:20]4[N:21]([CH3:29])[C:22]5[C:27]([CH:28]=4)=[CH:26][CH:25]=[CH:24][CH:23]=5)=[O:19])=[C:13]([O:30][CH3:31])[CH:12]=3)[C:3]=12, predict the reactants needed to synthesize it. The reactants are: [NH2:1][C:2]1[N:7]=[CH:6][N:5]=[C:4]2[N:8]([CH:32]3[CH2:37][CH2:36][NH:35][CH2:34][CH2:33]3)[N:9]=[C:10]([C:11]3[CH:16]=[CH:15][C:14]([NH:17][C:18]([C:20]4[N:21]([CH3:29])[C:22]5[C:27]([CH:28]=4)=[CH:26][CH:25]=[CH:24][CH:23]=5)=[O:19])=[C:13]([O:30][CH3:31])[CH:12]=3)[C:3]=12.[CH3:38][C:39]1[NH:40][CH:41]=[C:42]([CH:44]=O)[N:43]=1.C(O[BH-](OC(=O)C)OC(=O)C)(=O)C.[Na+].C(O)(=O)C.C(=O)(O)[O-].[Na+]. (4) Given the product [Cl:1][C:2]1[CH:8]=[CH:7][C:5]([NH:6][C:14](=[O:15])[O:16][C:17]2[CH:22]=[CH:21][CH:20]=[CH:19][CH:18]=2)=[CH:4][C:3]=1[C:9]([F:10])([F:11])[F:12], predict the reactants needed to synthesize it. The reactants are: [Cl:1][C:2]1[CH:8]=[CH:7][C:5]([NH2:6])=[CH:4][C:3]=1[C:9]([F:12])([F:11])[F:10].Cl[C:14]([O:16][C:17]1[CH:22]=[CH:21][CH:20]=[CH:19][CH:18]=1)=[O:15].Cl.